From a dataset of Experimentally validated miRNA-target interactions with 360,000+ pairs, plus equal number of negative samples. Binary Classification. Given a miRNA mature sequence and a target amino acid sequence, predict their likelihood of interaction. (1) The miRNA is hsa-miR-4727-5p with sequence AUCUGCCAGCUUCCACAGUGG. The protein sequence of the target gene is MAEAPQVVETDPDFEPLPRQRSCTWPLPRPEFNQSNSTTSSPAPSGSTAANPDATASLASASAVSTDFMSNLSLLEESEDFARAPGCVAVAAAAAASRGLCGDFQGPEAGCVHSAPPQPPPTGPLSQPPPVPPAAAGPLAGQPRKTSSSRRNAWGNLSYADLITKAIESSAEKRLTLSQIYEWMVKSVPYFKDKGDSNSSAGWKNSIRHNLSLHSKFIRVQNEGTGKSSWWMLNPEGGKSGKSPRRRAASMDNNSKFAKSRGRAAKKKASLQSGQEGPGDSPGSQFSKWPASPGSHSNDD.... Result: 0 (no interaction). (2) The miRNA is hsa-miR-648 with sequence AAGUGUGCAGGGCACUGGU. The protein sequence of the target gene is MNCQQLWLGFLLPMTVSGRVLGLAEVAPVDYLSQYGYLQKPLEGSNNFKPEDITEALRAFQEASELPVSGQLDDATRARMRQPRCGLEDPFNQKTLKYLLLGRWRKKHLTFRILNLPSTLPPHTARAALRQAFQDWSNVAPLTFQEVQAGAADIRLSFHGRQSSYCSNTFDGPGRVLAHADIPELGSVHFDEDEFWTEGTYRGVNLRIIAAHEVGHALGLGHSRYSQALMAPVYEGYRPHFKLHPDDVAGIQALYGKKSPVIRDEEEEETELPTVPPVPTEPSPMPDPCSSELDAMMLGP.... Result: 0 (no interaction). (3) The miRNA is hsa-miR-215-5p with sequence AUGACCUAUGAAUUGACAGAC. The protein sequence of the target gene is MSKAFGLLRQICQSILAESSQSPADLEEKKEEDSNMKREQPRERPRAWDYPHGLVGLHNIGQTCCLNSLIQVFVMNVDFTRILKRITVPRGADEQRRSVPFQMLLLLEKMQDSRQKAVRPLELAYCLQKCNVPLFVQHDAAQLYLKLWNLIKDQITDVHLVERLQALYTIRVKDSLICVDCAMESSRNSSMLTLPLSLFDVDSKPLKTLEDALHCFFQPRELSSKSKCFCENCGKKTRGKQVLKLTHLPQTLTIHLMRFSIRNSQTRKICHSLYFPQSLDFSQILPMKRESCDAEEQSGG.... Result: 1 (interaction). (4) The miRNA is hsa-miR-7852-3p with sequence UAUGUAGUAGUCAAAGGCAUUU. The protein sequence of the target gene is MRVNHTVSTMLPTCMVHRQTMSCSGAGGITAFVAFRDVAVYFTQEEWRLLSPAQRTLHREVMLETYNHLVSLEIPSSKPKLIAQLERGEAPWREERKCPLDLCPESKPEIQLSPSCPLIFSSQQALSQHVWLSHLSQLFSSLWAGNPLHLGKHYPEDQKQQQDPFCFSGKAEWIQEGEDSRLLFGRVSKNGTSKALSSPPEEQQPAQSKEDNTVVDIGSSPERRADLEETDKVLHGLEVSGFGEIKYEEFGPGFIKESNLLSLQKTQTGETPYMYTEWGDSFGSMSVLIKNPRTHSGGKP.... Result: 0 (no interaction). (5) The miRNA is hsa-miR-6735-5p with sequence CAGGGCAGAGGGCACAGGAAUCUGA. The protein sequence of the target gene is MRRAWILLTLGLVACVSAESRAELTSDKDMYLDNSSIEEASGVYPIDDDDYASASGSGADEDVESPELTTSRPLPKILLTSAAPKVETTTLNIQNKIPAQTKSPEETDKEKVHLSDSERKMDPAEEDTNVYTEKHSDSLFKRTEVLAAVIAGGVIGFLFAIFLILLLVYRMRKKDEGSYDLGERKPSSAAYQKAPTKEFYA. Result: 1 (interaction). (6) The miRNA is hsa-miR-433-5p with sequence UACGGUGAGCCUGUCAUUAUUC. The protein sequence of the target gene is MSSFSESALEKKLSELSNSQQSVQTLSLWLIHHRKHAGPIVSVWHRELRKAKSNRKLTFLYLANDVIQNSKRKGPEFTREFESVLVDAFSHVAREADEGCKKPLERLLNIWQERSVYGGEFIQQLKLSMEDSKSPPPKAAEEKKSLKRTFQQIQEEEDDDYPGSYSPQDPSAGPLLTEELIKALQDLENAASGDATVRQKIASLPQEVQDVSLLEKITDKEAAERLSKTVDEACLLLAEYNGRLAAELEDRRQLARMLVEYTQNQKEVLSEKEKKLEEYKQKLARVTQVRKELKSHIQSL.... Result: 0 (no interaction). (7) The miRNA is hsa-miR-874-3p with sequence CUGCCCUGGCCCGAGGGACCGA. The protein sequence of the target gene is MEELSSVGEQVFAAECILSKRLRKGKLEYLVKWRGWSSKHNSWEPEENILDPRLLLAFQKKEHEKEVQNRKRGKRPRGRPRKLTAMSSCSRRSKLKEPDAPSKSKSSSSSSSSTSSSSSSDEEDDSDLDAKRGPRGRETHPVPQKKAQILVAKPELKDPIRKKRGRKPLPPEQKATRRPVSLAKVLKTARKDLGAPASKLPPPLSAPVAGLAALKAHAKEACGGPSAMATPENLASLMKGMASSPGRGGISWQSSIVHYMNRMTQSQAQAASRLALKAQATNKCGLGLDLKVRTQKGELG.... Result: 1 (interaction). (8) The protein sequence of the target gene is MFRAPCHRLRARGTRKARAGAWRGCTFPCLGKGMERPAAREPHGPDALRRFQGLLLDRRGRLHGQVLRLREVARRLERLRRRSLVANVAGSSLSATGALAAIVGLSLSPVTLGTSLLVSAVGLGVATAGGAVTITSDLSLIFCNSRELRRVQEIAATCQDQMREILSCLEFFCRWQGCGDRQLLQCGRNASIALYNSVYFIVFFGSRGFLIPRRAEGDTKVSQAVLKAKIQKLAESLESCTGALDELSEQLESRVQLCTKSSRGHDLKISADQRAGLFF. The miRNA is hsa-miR-92a-3p with sequence UAUUGCACUUGUCCCGGCCUGU. Result: 1 (interaction). (9) The miRNA is hsa-miR-298 with sequence AGCAGAAGCAGGGAGGUUCUCCCA. The protein sequence of the target gene is MSFFQLLMKRKELIPLVVFMTVAAGGASSFAVYSLWKTDVILDRKKNPEPWETVDPTVPQKLITINQQWKPIEELQNVQRVTK. Result: 1 (interaction). (10) The miRNA is hsa-miR-6761-3p with sequence UCCUACGCUGCUCUCUCACUCC. The protein sequence of the target gene is MSCHNCSDPQVLCSSGQLFLQPLWDHLRSWEALLQSPFFPVIFSITTYVGFCLPFVVLDILCSWVPALRRYKIHPDFSPSAQQLLPCLGQTLYQHVMFVFPVTLLHWARSPALLPHEAPELLLLLHHILFCLLLFDMEFFVWHLLHHKVPWLYRTFHKVHHQNSSSFALATQYMSVWELFSLGFFDMMNVTLLGCHPLTTLTFHVVNIWLSVEDHSGYNFPWSTHRLVPFGWYGGVVHHDLHHSHFNCNFAPYFTHWDKILGTLRTASVPAR. Result: 0 (no interaction).